This data is from Full USPTO retrosynthesis dataset with 1.9M reactions from patents (1976-2016). The task is: Predict the reactants needed to synthesize the given product. (1) The reactants are: [C:1]1([C:8]2[CH:13]=[CH:12][CH:11]=[CH:10][CH:9]=2)[CH:6]=[CH:5][C:4]([OH:7])=[CH:3][CH:2]=1.Br[CH2:15][C:16]([O:18][CH2:19][CH3:20])=[O:17].C(=O)([O-])[O-].[K+].[K+]. Given the product [C:1]1([C:8]2[CH:13]=[CH:12][CH:11]=[CH:10][CH:9]=2)[CH:2]=[CH:3][C:4]([O:7][CH2:15][C:16]([O:18][CH2:19][CH3:20])=[O:17])=[CH:5][CH:6]=1, predict the reactants needed to synthesize it. (2) Given the product [F:75][C:74]([F:77])([F:76])[C:72]([OH:78])=[O:73].[F:24][C:20]1[CH:21]=[CH:22][CH:23]=[C:2]([F:1])[C:3]=1[CH2:4][O:5][C:6]1[C:7]2[N:8]([C:13]([C:17]([NH:58][CH:59]3[CH:63]([F:64])[CH2:62][N:61]([C:65]([O:67][C:68]([CH3:71])([CH3:70])[CH3:69])=[O:66])[CH2:60]3)=[O:19])=[C:14]([CH3:16])[N:15]=2)[CH:9]=[C:10]([CH3:12])[CH:11]=1, predict the reactants needed to synthesize it. The reactants are: [F:1][C:2]1[CH:23]=[CH:22][CH:21]=[C:20]([F:24])[C:3]=1[CH2:4][O:5][C:6]1[C:7]2[N:8]([C:13]([C:17]([OH:19])=O)=[C:14]([CH3:16])[N:15]=2)[CH:9]=[C:10]([CH3:12])[CH:11]=1.CN(C(ON1N=NC2C=CC=NC1=2)=[N+](C)C)C.F[P-](F)(F)(F)(F)F.C(N(CC)C(C)C)(C)C.[NH2:58][C@H:59]1[C@@H:63]([F:64])[CH2:62][N:61]([C:65]([O:67][C:68]([CH3:71])([CH3:70])[CH3:69])=[O:66])[CH2:60]1.[C:72]([OH:78])([C:74]([F:77])([F:76])[F:75])=[O:73]. (3) Given the product [O:18]([CH2:17][C:15]1[O:16][C:12]2[C:10](=[O:9])[NH:27][CH2:26][CH2:25][C:13]=2[N:14]=1)[C:19]1[CH:24]=[CH:23][CH:22]=[CH:21][CH:20]=1, predict the reactants needed to synthesize it. The reactants are: C([O-])([O-])=O.[K+].[K+].C([O:9][C:10]([C:12]1[O:16][C:15]([CH2:17][O:18][C:19]2[CH:24]=[CH:23][CH:22]=[CH:21][CH:20]=2)=[N:14][C:13]=1[CH2:25][CH2:26][NH2:27])=O)C.